Dataset: Forward reaction prediction with 1.9M reactions from USPTO patents (1976-2016). Task: Predict the product of the given reaction. (1) Given the reactants [O:1](Cl)Cl.[Zr:4].[Ce:5].[La:6], predict the reaction product. The product is: [O-2:1].[Zr+4:4].[O-2:1].[O-2:1].[Ce+3:5].[O-2:1].[O-2:1].[Ce+3:5].[O-2:1].[La+3:6].[O-2:1].[O-2:1].[La+3:6]. (2) Given the reactants [Br:1][C:2]1[CH:10]=[C:9]2[C:5]([C:6]([F:13])([F:12])[C:7](=[O:11])[NH:8]2)=[CH:4][CH:3]=1.[CH3:14]I, predict the reaction product. The product is: [Br:1][C:2]1[CH:10]=[C:9]2[C:5]([C:6]([F:13])([F:12])[C:7](=[O:11])[N:8]2[CH3:14])=[CH:4][CH:3]=1.